The task is: Predict the reaction yield, written as a fraction of the theoretical maximum amount of product (1.0 means a 100% yield; for example, 0.34 means a 34% yield).. This data is from Reaction yield outcomes from USPTO patents with 853,638 reactions. (1) The catalyst is CO. The reactants are [F:1][C:2]([F:32])([F:31])[C:3]1[C:11]2[S:10][C:9](=[N:12][C:13](=[O:24])[C:14]3[CH:19]=[CH:18][CH:17]=[C:16]([C:20]([F:23])([F:22])[F:21])[CH:15]=3)[N:8]([CH2:25][C:26]([O:28]CC)=[O:27])[C:7]=2[CH:6]=[CH:5][CH:4]=1.[OH-].[Na+]. The yield is 0.950. The product is [F:32][C:2]([F:1])([F:31])[C:3]1[C:11]2[S:10][C:9](=[N:12][C:13](=[O:24])[C:14]3[CH:19]=[CH:18][CH:17]=[C:16]([C:20]([F:22])([F:23])[F:21])[CH:15]=3)[N:8]([CH2:25][C:26]([OH:28])=[O:27])[C:7]=2[CH:6]=[CH:5][CH:4]=1. (2) The reactants are [C:1](Cl)([Cl:3])=[O:2].[CH2:5]1[O:13][C:12]2[C:7](=[CH:8][C:9]([N+:17]([O-:19])=[O:18])=[C:10]([CH:14]([OH:16])[CH3:15])[CH:11]=2)[O:6]1.CCOCC.CCCCCC. The catalyst is C1COCC1. The product is [Cl:3][C:1]([O:16][CH:14]([C:10]1[CH:11]=[C:12]2[O:13][CH2:5][O:6][C:7]2=[CH:8][C:9]=1[N+:17]([O-:19])=[O:18])[CH3:15])=[O:2]. The yield is 0.850. (3) The reactants are Cl.Cl.[NH2:3][C@H:4]([C:6]1[N:7]([C:24]2[CH:29]=[CH:28][CH:27]=[CH:26][CH:25]=2)[C:8]2[C:14]([C:15]([N:17]3[CH2:22][CH2:21][O:20][CH2:19][CH2:18]3)=[O:16])=[C:13]([F:23])[CH:12]=[CH:11][C:9]=2[N:10]=1)[CH3:5].[NH2:30][C:31]1[C:36]([C:37]#[N:38])=[C:35](Cl)[N:34]=[CH:33][N:32]=1.CCN(C(C)C)C(C)C. The catalyst is CC(O)C. The product is [NH2:30][C:31]1[C:36]([C:37]#[N:38])=[C:35]([NH:3][C@H:4]([C:6]2[N:7]([C:24]3[CH:29]=[CH:28][CH:27]=[CH:26][CH:25]=3)[C:8]3[C:14]([C:15]([N:17]4[CH2:18][CH2:19][O:20][CH2:21][CH2:22]4)=[O:16])=[C:13]([F:23])[CH:12]=[CH:11][C:9]=3[N:10]=2)[CH3:5])[N:34]=[CH:33][N:32]=1. The yield is 0.420. (4) The reactants are [Br:1][C:2]1[CH:10]=[C:6]([C:7]([OH:9])=O)[C:5]([OH:11])=[CH:4][CH:3]=1.[N+:12]([C:15]1[CH:16]=[C:17]([CH:19]=[C:20]([N+:22]([O-:24])=[O:23])[CH:21]=1)[NH2:18])([O-:14])=[O:13]. No catalyst specified. The product is [Br:1][C:2]1[CH:3]=[CH:4][C:5]([OH:11])=[C:6]([CH:10]=1)[C:7]([NH:18][C:17]1[CH:16]=[C:15]([N+:12]([O-:14])=[O:13])[CH:21]=[C:20]([N+:22]([O-:24])=[O:23])[CH:19]=1)=[O:9]. The yield is 0.322.